Task: Regression. Given two drug SMILES strings and cell line genomic features, predict the synergy score measuring deviation from expected non-interaction effect.. Dataset: NCI-60 drug combinations with 297,098 pairs across 59 cell lines (1) Drug 2: CS(=O)(=O)CCNCC1=CC=C(O1)C2=CC3=C(C=C2)N=CN=C3NC4=CC(=C(C=C4)OCC5=CC(=CC=C5)F)Cl. Drug 1: CNC(=O)C1=CC=CC=C1SC2=CC3=C(C=C2)C(=NN3)C=CC4=CC=CC=N4. Cell line: 786-0. Synergy scores: CSS=-2.20, Synergy_ZIP=0.784, Synergy_Bliss=0.989, Synergy_Loewe=-1.54, Synergy_HSA=-0.460. (2) Drug 1: COC1=C(C=C2C(=C1)N=CN=C2NC3=CC(=C(C=C3)F)Cl)OCCCN4CCOCC4. Synergy scores: CSS=24.4, Synergy_ZIP=-2.15, Synergy_Bliss=-0.115, Synergy_Loewe=-4.12, Synergy_HSA=-2.98. Cell line: OVCAR-8. Drug 2: CC1=C(C=C(C=C1)C(=O)NC2=CC(=CC(=C2)C(F)(F)F)N3C=C(N=C3)C)NC4=NC=CC(=N4)C5=CN=CC=C5. (3) Drug 1: C#CCC(CC1=CN=C2C(=N1)C(=NC(=N2)N)N)C3=CC=C(C=C3)C(=O)NC(CCC(=O)O)C(=O)O. Drug 2: COC1=C2C(=CC3=C1OC=C3)C=CC(=O)O2. Cell line: NCI-H322M. Synergy scores: CSS=-3.08, Synergy_ZIP=-0.785, Synergy_Bliss=-5.26, Synergy_Loewe=-2.90, Synergy_HSA=-5.22. (4) Drug 2: CC1=C(C(=O)C2=C(C1=O)N3CC4C(C3(C2COC(=O)N)OC)N4)N. Cell line: M14. Synergy scores: CSS=31.6, Synergy_ZIP=-1.25, Synergy_Bliss=-5.99, Synergy_Loewe=-68.6, Synergy_HSA=-8.77. Drug 1: CS(=O)(=O)C1=CC(=C(C=C1)C(=O)NC2=CC(=C(C=C2)Cl)C3=CC=CC=N3)Cl. (5) Drug 1: C1=NC2=C(N1)C(=S)N=C(N2)N. Synergy scores: CSS=7.50, Synergy_ZIP=-2.66, Synergy_Bliss=-3.89, Synergy_Loewe=-10.7, Synergy_HSA=-7.44. Drug 2: CC1=C(C=C(C=C1)C(=O)NC2=CC(=CC(=C2)C(F)(F)F)N3C=C(N=C3)C)NC4=NC=CC(=N4)C5=CN=CC=C5. Cell line: SW-620. (6) Drug 1: CCCS(=O)(=O)NC1=C(C(=C(C=C1)F)C(=O)C2=CNC3=C2C=C(C=N3)C4=CC=C(C=C4)Cl)F. Drug 2: C1CCC(C1)C(CC#N)N2C=C(C=N2)C3=C4C=CNC4=NC=N3. Cell line: SNB-75. Synergy scores: CSS=-2.66, Synergy_ZIP=2.64, Synergy_Bliss=3.42, Synergy_Loewe=0.148, Synergy_HSA=-0.326. (7) Drug 1: CC1C(C(CC(O1)OC2CC(OC(C2O)C)OC3=CC4=CC5=C(C(=O)C(C(C5)C(C(=O)C(C(C)O)O)OC)OC6CC(C(C(O6)C)O)OC7CC(C(C(O7)C)O)OC8CC(C(C(O8)C)O)(C)O)C(=C4C(=C3C)O)O)O)O. Drug 2: C(CN)CNCCSP(=O)(O)O. Cell line: MDA-MB-231. Synergy scores: CSS=3.02, Synergy_ZIP=0.419, Synergy_Bliss=1.15, Synergy_Loewe=-39.2, Synergy_HSA=-0.846.